Dataset: Full USPTO retrosynthesis dataset with 1.9M reactions from patents (1976-2016). Task: Predict the reactants needed to synthesize the given product. (1) Given the product [S:11]1[CH:12]=[CH:13][C:14]2[CH:5]([CH2:4][CH:3]([OH:19])[CH2:2][NH:1][S:36]([C:33]3[CH:32]=[CH:31][C:30]([O:29][C:28]([F:27])([F:40])[F:41])=[CH:35][CH:34]=3)(=[O:38])=[O:37])[C:6]3[CH:18]=[CH:17][CH:16]=[CH:15][C:7]=3[CH2:8][CH2:9][C:10]1=2, predict the reactants needed to synthesize it. The reactants are: [NH2:1][CH2:2][CH:3]([OH:19])[CH2:4][CH:5]1[C:14]2[CH:13]=[CH:12][S:11][C:10]=2[CH2:9][CH2:8][C:7]2[CH:15]=[CH:16][CH:17]=[CH:18][C:6]1=2.CCN(CC)CC.[F:27][C:28]([F:41])([F:40])[O:29][C:30]1[CH:35]=[CH:34][C:33]([S:36](Cl)(=[O:38])=[O:37])=[CH:32][CH:31]=1. (2) Given the product [F:1][C:2]1[CH:3]=[CH:4][C:5]([N:8]2[C:13](=[O:14])[C:12]([O:15][CH2:39][CH:36]3[CH2:38][CH2:37]3)=[C:11]([C:26]3[CH:27]=[CH:28][C:29]([S:32]([CH3:35])(=[O:33])=[O:34])=[CH:30][CH:31]=3)[CH:10]=[N:9]2)=[CH:6][CH:7]=1, predict the reactants needed to synthesize it. The reactants are: [F:1][C:2]1[CH:7]=[CH:6][C:5]([N:8]2[C:13](=[O:14])[C:12]([O:15]S(C3C=CC(C)=CC=3)(=O)=O)=[C:11]([C:26]3[CH:31]=[CH:30][C:29]([S:32]([CH3:35])(=[O:34])=[O:33])=[CH:28][CH:27]=3)[CH:10]=[N:9]2)=[CH:4][CH:3]=1.[CH:36]1([CH2:39]O)[CH2:38][CH2:37]1.N. (3) Given the product [CH2:17]([O:16][C:15]1[C:10]([NH:9][C:6]2[S:7][CH:8]=[C:4]([CH2:3][CH2:2][NH:1][C:25]([NH:24][C:27]3[CH:32]=[CH:31][CH:30]=[CH:29][CH:28]=3)=[O:26])[N:5]=2)=[N:11][CH:12]=[CH:13][CH:14]=1)[C:18]1[CH:23]=[CH:22][CH:21]=[CH:20][CH:19]=1, predict the reactants needed to synthesize it. The reactants are: [NH2:1][CH2:2][CH2:3][C:4]1[N:5]=[C:6]([NH:9][C:10]2[C:15]([O:16][CH2:17][C:18]3[CH:23]=[CH:22][CH:21]=[CH:20][CH:19]=3)=[CH:14][CH:13]=[CH:12][N:11]=2)[S:7][CH:8]=1.[N:24]([C:27]1[CH:32]=[CH:31][CH:30]=[CH:29][CH:28]=1)=[C:25]=[O:26].C(OCC)(=O)C. (4) Given the product [CH2:1]([N:5]1[C:13]2[C:8](=[C:9]([C:17]3[O:18][CH:19]=[CH:20][N:21]=3)[CH:10]=[C:11]([C:14]([NH:22][C@@H:23]([CH2:37][C:38]3[CH:39]=[C:40]([F:45])[CH:41]=[C:42]([F:44])[CH:43]=3)[C@H:24]([OH:36])[CH2:25][NH:26][CH2:27][C:28]3[CH:33]=[CH:32][CH:31]=[C:30]([CH2:34][CH3:35])[CH:29]=3)=[O:16])[CH:12]=2)[CH:7]=[CH:6]1)[CH2:2][CH2:3][CH3:4], predict the reactants needed to synthesize it. The reactants are: [CH2:1]([N:5]1[C:13]2[C:8](=[C:9]([C:17]3[O:18][CH:19]=[CH:20][N:21]=3)[CH:10]=[C:11]([C:14]([OH:16])=O)[CH:12]=2)[CH:7]=[CH:6]1)[CH2:2][CH2:3][CH3:4].[NH2:22][C@@H:23]([CH2:37][C:38]1[CH:43]=[C:42]([F:44])[CH:41]=[C:40]([F:45])[CH:39]=1)[C@H:24]([OH:36])[CH2:25][NH:26][CH2:27][C:28]1[CH:33]=[CH:32][CH:31]=[C:30]([CH2:34][CH3:35])[CH:29]=1. (5) Given the product [C:4]([O:8][C:9]([NH:11][C:12]1[CH:13]=[C:14]([C:18]2[N:22]([CH3:23])[C:21]3[CH:24]=[CH:25][C:26]([C:28]([OH:30])=[O:29])=[CH:27][C:20]=3[N:19]=2)[N:15]([CH3:17])[CH:16]=1)=[O:10])([CH3:7])([CH3:5])[CH3:6], predict the reactants needed to synthesize it. The reactants are: O.[OH-].[Li+].[C:4]([O:8][C:9]([NH:11][C:12]1[CH:13]=[C:14]([C:18]2[N:22]([CH3:23])[C:21]3[CH:24]=[CH:25][C:26]([C:28]([O:30]C)=[O:29])=[CH:27][C:20]=3[N:19]=2)[N:15]([CH3:17])[CH:16]=1)=[O:10])([CH3:7])([CH3:6])[CH3:5]. (6) Given the product [NH2:25][C:26]1[C:34]([Br:35])=[C:33]([F:36])[CH:32]=[CH:31][C:27]=1[C:28]([NH:9][CH2:10][CH3:11])=[O:30], predict the reactants needed to synthesize it. The reactants are: CN(C(O[N:9]1N=N[C:11]2C=CC=N[C:10]1=2)=[N+](C)C)C.F[P-](F)(F)(F)(F)F.[NH2:25][C:26]1[C:34]([Br:35])=[C:33]([F:36])[CH:32]=[CH:31][C:27]=1[C:28]([OH:30])=O.C(N)C.